The task is: Predict which catalyst facilitates the given reaction.. This data is from Catalyst prediction with 721,799 reactions and 888 catalyst types from USPTO. (1) Reactant: [N:1]1([C:8]2[CH:13]=[CH:12][N:11]=[C:10]([NH:14][CH:15]3[CH2:20][CH2:19][CH2:18][N:17]([CH:21]4[CH2:26][CH2:25]S[CH2:23][CH2:22]4)[CH:16]3[CH2:27][CH2:28][NH:29][C:30]([CH:32]3[CH2:37][CH2:36][N:35]([C:38]([O:40][C:41]([CH3:44])([CH3:43])[CH3:42])=[O:39])[CH2:34][CH2:33]3)=[O:31])[N:9]=2)[CH2:7][CH2:6][CH2:5][CH2:4][CH2:3][CH2:2]1.ClC1C=CC=C(C(OO)=O)C=1.[S:56]([O-:60])([O-])(=[O:58])=S.[Na+].[Na+].C(OC)(C)(C)C. Product: [N:1]1([C:8]2[CH:13]=[CH:12][N:11]=[C:10]([NH:14][CH:15]3[CH2:20][CH2:19][CH2:18][N:17]([CH:21]4[CH2:26][CH2:25][S:56](=[O:60])(=[O:58])[CH2:23][CH2:22]4)[CH:16]3[CH2:27][CH2:28][NH:29][C:30]([CH:32]3[CH2:37][CH2:36][N:35]([C:38]([O:40][C:41]([CH3:43])([CH3:42])[CH3:44])=[O:39])[CH2:34][CH2:33]3)=[O:31])[N:9]=2)[CH2:2][CH2:3][CH2:4][CH2:5][CH2:6][CH2:7]1. The catalyst class is: 281. (2) Reactant: [Cl:1][C:2]([F:17])([F:16])[C:3]([C:6]1[NH:11][C:10](=[O:12])[C:9]([C:13]([NH2:15])=[O:14])=[CH:8][CH:7]=1)([F:5])[F:4].[Br:18]N1C(=O)CCC1=O.O. Product: [Br:18][C:7]1[CH:8]=[C:9]([C:13]([NH2:15])=[O:14])[C:10](=[O:12])[NH:11][C:6]=1[C:3]([F:5])([F:4])[C:2]([Cl:1])([F:16])[F:17]. The catalyst class is: 9.